This data is from Full USPTO retrosynthesis dataset with 1.9M reactions from patents (1976-2016). The task is: Predict the reactants needed to synthesize the given product. (1) The reactants are: [CH3:1][N:2]([CH3:30])[CH2:3][CH2:4][O:5][C:6]1[CH:7]=[C:8]2[C:13](=[CH:14][CH:15]=1)[NH:12][C:11](=[O:16])[N:10]([CH:17]1[CH2:22][CH2:21][N:20](CC3C=CC=CC=3)[CH2:19][CH2:18]1)[CH2:9]2.[H][H]. Given the product [CH3:1][N:2]([CH3:30])[CH2:3][CH2:4][O:5][C:6]1[CH:7]=[C:8]2[C:13](=[CH:14][CH:15]=1)[NH:12][C:11](=[O:16])[N:10]([CH:17]1[CH2:22][CH2:21][NH:20][CH2:19][CH2:18]1)[CH2:9]2, predict the reactants needed to synthesize it. (2) Given the product [C:14]1([C:12]2[N:11]=[C:10]([C:20]3[CH:25]=[CH:24][CH:23]=[CH:22][CH:21]=3)[N:9]=[C:8]([C:4]3[CH:5]=[CH:6][CH:7]=[C:2]([C:39]4[CH:40]=[CH:41][C:42]5[C:37](=[C:36]6[C:45](=[CH:44][CH:43]=5)[CH:46]=[CH:47][CH:34]=[N:35]6)[N:38]=4)[CH:3]=3)[N:13]=2)[CH:19]=[CH:18][CH:17]=[CH:16][CH:15]=1, predict the reactants needed to synthesize it. The reactants are: Br[C:2]1[CH:3]=[C:4]([C:8]2[N:13]=[C:12]([C:14]3[CH:19]=[CH:18][CH:17]=[CH:16][CH:15]=3)[N:11]=[C:10]([C:20]3[CH:25]=[CH:24][CH:23]=[CH:22][CH:21]=3)[N:9]=2)[CH:5]=[CH:6][CH:7]=1.CC1(C)C(C)(C)OB([C:34]2[CH:47]=[CH:46][C:45]3[C:36](=[C:37]4[C:42](=[CH:43][CH:44]=3)[CH:41]=[CH:40][CH:39]=[N:38]4)[N:35]=2)O1.C(=O)([O-])[O-].[Cs+].[Cs+].C1(P(C2C=CC=CC=2)C2C=CC=CC=2)C=CC=CC=1.